The task is: Regression. Given two drug SMILES strings and cell line genomic features, predict the synergy score measuring deviation from expected non-interaction effect.. This data is from NCI-60 drug combinations with 297,098 pairs across 59 cell lines. (1) Drug 1: C1=NC2=C(N1)C(=S)N=CN2. Drug 2: C(CN)CNCCSP(=O)(O)O. Cell line: IGROV1. Synergy scores: CSS=4.23, Synergy_ZIP=1.08, Synergy_Bliss=3.56, Synergy_Loewe=0.562, Synergy_HSA=0.570. (2) Cell line: IGROV1. Drug 2: COC1=C2C(=CC3=C1OC=C3)C=CC(=O)O2. Synergy scores: CSS=-0.265, Synergy_ZIP=0.933, Synergy_Bliss=1.52, Synergy_Loewe=0.296, Synergy_HSA=-0.239. Drug 1: C1CCN(CC1)CCOC2=CC=C(C=C2)C(=O)C3=C(SC4=C3C=CC(=C4)O)C5=CC=C(C=C5)O. (3) Drug 1: CC1=C2C(C(=O)C3(C(CC4C(C3C(C(C2(C)C)(CC1OC(=O)C(C(C5=CC=CC=C5)NC(=O)C6=CC=CC=C6)O)O)OC(=O)C7=CC=CC=C7)(CO4)OC(=O)C)O)C)OC(=O)C. Drug 2: C(=O)(N)NO. Cell line: UO-31. Synergy scores: CSS=2.98, Synergy_ZIP=-0.861, Synergy_Bliss=0.0191, Synergy_Loewe=0.460, Synergy_HSA=0.498. (4) Drug 1: CC1OCC2C(O1)C(C(C(O2)OC3C4COC(=O)C4C(C5=CC6=C(C=C35)OCO6)C7=CC(=C(C(=C7)OC)O)OC)O)O. Drug 2: C(CCl)NC(=O)N(CCCl)N=O. Cell line: PC-3. Synergy scores: CSS=14.7, Synergy_ZIP=-6.57, Synergy_Bliss=-4.19, Synergy_Loewe=-12.3, Synergy_HSA=-2.19. (5) Drug 1: CC1OCC2C(O1)C(C(C(O2)OC3C4COC(=O)C4C(C5=CC6=C(C=C35)OCO6)C7=CC(=C(C(=C7)OC)O)OC)O)O. Drug 2: CCC1=C2CN3C(=CC4=C(C3=O)COC(=O)C4(CC)O)C2=NC5=C1C=C(C=C5)O. Cell line: UO-31. Synergy scores: CSS=25.4, Synergy_ZIP=-10.6, Synergy_Bliss=-5.72, Synergy_Loewe=-1.84, Synergy_HSA=-0.691. (6) Drug 1: CC(C)NC(=O)C1=CC=C(C=C1)CNNC.Cl. Drug 2: C1CN(P(=O)(OC1)NCCCl)CCCl. Cell line: SK-MEL-28. Synergy scores: CSS=2.44, Synergy_ZIP=1.63, Synergy_Bliss=1.85, Synergy_Loewe=3.27, Synergy_HSA=-0.512. (7) Drug 1: CC1CCC2CC(C(=CC=CC=CC(CC(C(=O)C(C(C(=CC(C(=O)CC(OC(=O)C3CCCCN3C(=O)C(=O)C1(O2)O)C(C)CC4CCC(C(C4)OC)O)C)C)O)OC)C)C)C)OC. Drug 2: CC1CCCC2(C(O2)CC(NC(=O)CC(C(C(=O)C(C1O)C)(C)C)O)C(=CC3=CSC(=N3)C)C)C. Cell line: NCI-H322M. Synergy scores: CSS=40.4, Synergy_ZIP=1.85, Synergy_Bliss=2.51, Synergy_Loewe=0.998, Synergy_HSA=4.44. (8) Drug 1: COC1=CC(=CC(=C1O)OC)C2C3C(COC3=O)C(C4=CC5=C(C=C24)OCO5)OC6C(C(C7C(O6)COC(O7)C8=CC=CS8)O)O. Drug 2: C1=CC=C(C(=C1)C(C2=CC=C(C=C2)Cl)C(Cl)Cl)Cl. Cell line: SNB-75. Synergy scores: CSS=24.9, Synergy_ZIP=-7.99, Synergy_Bliss=0.242, Synergy_Loewe=-19.7, Synergy_HSA=1.20.